The task is: Predict the reaction yield, written as a fraction of the theoretical maximum amount of product (1.0 means a 100% yield; for example, 0.34 means a 34% yield).. This data is from Reaction yield outcomes from USPTO patents with 853,638 reactions. (1) The yield is 0.230. The reactants are [H-].[Na+].[C:3]1(=[O:9])[CH2:8][CH2:7][CH2:6][CH2:5][CH2:4]1.Cl[CH2:11][C:12]([O:14]COC)=[CH2:13]. The catalyst is CN(C=O)C. The product is [O:14]=[C:12]([CH3:13])[CH2:11][CH:4]1[CH2:5][CH2:6][CH2:7][CH2:8][C:3]1=[O:9]. (2) No catalyst specified. The yield is 0.620. The reactants are [CH3:1][C:2]1[CH:7]=[CH:6][C:5]([S:8]([O:11][CH2:12][CH:13]2[CH2:17][C:16]3[CH:18]=[CH:19][CH:20]=[C:21](Br)[C:15]=3[O:14]2)(=[O:10])=[O:9])=[CH:4][CH:3]=1.[CH3:23][C:24]1[C:29]([CH3:30])=[CH:28][CH:27]=[CH:26][C:25]=1B(O)O. The product is [CH3:1][C:2]1[CH:7]=[CH:6][C:5]([S:8]([O:11][CH2:12][CH:13]2[CH2:17][C:16]3[CH:18]=[CH:19][CH:20]=[C:21]([C:25]4[CH:26]=[CH:27][CH:28]=[C:29]([CH3:30])[C:24]=4[CH3:23])[C:15]=3[O:14]2)(=[O:10])=[O:9])=[CH:4][CH:3]=1. (3) The reactants are [O:1]1[C:3]2([CH2:8][CH2:7][N:6]([C:9]([O:11][C:12]([CH3:15])([CH3:14])[CH3:13])=[O:10])[CH2:5][CH2:4]2)[CH2:2]1.C1([Si](C2C=CC=CC=2)(C2C=CC=CC=2)[SH:23])C=CC=CC=1.C(N(CC)CC)C. The catalyst is CO. The product is [OH:1][C:3]1([CH2:2][SH:23])[CH2:8][CH2:7][N:6]([C:9]([O:11][C:12]([CH3:15])([CH3:14])[CH3:13])=[O:10])[CH2:5][CH2:4]1. The yield is 0.810. (4) The reactants are [OH:1][C:2]1[CH:7]=[C:6]([CH3:8])[C:5]([C:9]2[CH:14]=[CH:13][CH:12]=[C:11]([CH2:15][O:16][C:17]3[CH:22]=[CH:21][C:20]([CH2:23][CH2:24][C:25]([O:27]C)=[O:26])=[CH:19][CH:18]=3)[CH:10]=2)=[C:4]([CH3:29])[CH:3]=1.C(=O)([O-])[O-].[K+].[K+].[I-].[Na+].[CH3:38][O:39][CH2:40]Cl.[OH-].[Na+].Cl. The yield is 0.220. The product is [CH3:38][O:39][CH2:40][O:1][C:2]1[CH:7]=[C:6]([CH3:8])[C:5]([C:9]2[CH:14]=[CH:13][CH:12]=[C:11]([CH2:15][O:16][C:17]3[CH:18]=[CH:19][C:20]([CH2:23][CH2:24][C:25]([OH:27])=[O:26])=[CH:21][CH:22]=3)[CH:10]=2)=[C:4]([CH3:29])[CH:3]=1. The catalyst is CN(C)C=O.C(OCC)(=O)C.O1CCCC1.CO. (5) The reactants are [F:1][C:2]1[CH:3]=[CH:4][C:5]([N:8]([C:10]([C@@H:12]2[CH2:16][CH2:15][CH2:14][N:13]2[CH:17]([CH3:19])[CH3:18])=O)N)=[N:6][CH:7]=1.C1C=CC(P(C2C=CC=CC=2)C2C=CC=CC=2)=CC=1.CC[N:41](CC)CC.ClC(Cl)(Cl)C(Cl)(Cl)Cl. The catalyst is C1COCC1. The product is [F:1][C:2]1[CH:3]=[CH:4][C:5]2[N:8]([C:10]([C@@H:12]3[CH2:16][CH2:15][CH2:14][N:13]3[CH:17]([CH3:19])[CH3:18])=[N:41][N:6]=2)[CH:7]=1. The yield is 0.680. (6) The reactants are Cl[C:2]1[N:10]=[CH:9][N:8]=[C:7]2[C:3]=1[NH:4][CH:5]=[N:6]2.[C:11]([O:15][C:16](=[O:24])[NH:17][CH:18]1[CH2:23][CH2:22][NH:21][CH2:20][CH2:19]1)([CH3:14])([CH3:13])[CH3:12].C(N(CC)CC)C. The catalyst is C(O)CCC. The product is [C:11]([O:15][C:16](=[O:24])[NH:17][CH:18]1[CH2:23][CH2:22][N:21]([C:2]2[N:10]=[CH:9][N:8]=[C:7]3[C:3]=2[N:4]=[CH:5][NH:6]3)[CH2:20][CH2:19]1)([CH3:14])([CH3:12])[CH3:13]. The yield is 0.780. (7) The reactants are [Br:1][C:2]1[CH:3]=[C:4]2[C:8](=[C:9]([CH2:11]O)[CH:10]=1)[N:7]([CH:13]([CH3:15])[CH3:14])[N:6]=[CH:5]2.[CH3:16][O:17][C:18]([C:20]1[CH:21]=[C:22]2[C:26](=[CH:27][CH:28]=1)[NH:25][N:24]=[CH:23]2)=[O:19]. No catalyst specified. The product is [CH3:16][O:17][C:18]([C:20]1[CH:21]=[C:22]2[C:26](=[CH:27][CH:28]=1)[N:25]([CH2:11][C:9]1[CH:10]=[C:2]([Br:1])[CH:3]=[C:4]3[C:8]=1[N:7]([CH:13]([CH3:15])[CH3:14])[N:6]=[CH:5]3)[N:24]=[CH:23]2)=[O:19]. The yield is 0.300.